From a dataset of Catalyst prediction with 721,799 reactions and 888 catalyst types from USPTO. Predict which catalyst facilitates the given reaction. (1) Reactant: C([C:4]1([C:17]([O:19][CH2:20][CH3:21])=[O:18])[CH2:9][CH2:8][N:7]([C:10]([O:12][C:13]([CH3:16])([CH3:15])[CH3:14])=[O:11])[CH2:6][CH2:5]1)C=C.ClCCl.[BH4-].[Na+].CC(C)=O. Product: [O:18]=[C:17]1[C:4]2([CH2:5][CH2:6][N:7]([C:10]([O:12][C:13]([CH3:14])([CH3:15])[CH3:16])=[O:11])[CH2:8][CH2:9]2)[CH2:21][CH2:20][O:19]1. The catalyst class is: 24. (2) Reactant: C[O:2][C:3](=[O:17])[C:4]1[CH:9]=[C:8]([F:10])[CH:7]=[CH:6][C:5]=1[C:11]1[N:16]=[CH:15][CH:14]=[CH:13][N:12]=1.[OH-].[Na+]. Product: [F:10][C:8]1[CH:7]=[CH:6][C:5]([C:11]2[N:12]=[CH:13][CH:14]=[CH:15][N:16]=2)=[C:4]([CH:9]=1)[C:3]([OH:17])=[O:2]. The catalyst class is: 6. (3) Reactant: [NH2:1][CH2:2][CH2:3][O:4][C:5]1[C:10]([CH3:11])=[CH:9][C:8]([C:12]2[NH:21][C:20](=[O:22])[C:19]3[C:14](=[CH:15][C:16]([O:25][CH3:26])=[CH:17][C:18]=3[O:23][CH3:24])[N:13]=2)=[CH:7][C:6]=1[CH3:27].[CH:28](OC)=[O:29]. Product: [CH3:24][O:23][C:18]1[CH:17]=[C:16]([O:25][CH3:26])[CH:15]=[C:14]2[C:19]=1[C:20](=[O:22])[NH:21][C:12]([C:8]1[CH:9]=[C:10]([CH3:11])[C:5]([O:4][CH2:3][CH2:2][NH:1][CH:28]=[O:29])=[C:6]([CH3:27])[CH:7]=1)=[N:13]2. The catalyst class is: 8. (4) Reactant: [CH3:1][O:2][C:3]1[CH:19]=[C:18]([O:20][CH3:21])[CH:17]=[CH:16][C:4]=1[CH2:5][O:6][NH:7][C:8](=[O:15])[CH2:9][CH2:10][CH2:11][CH2:12][CH2:13][NH2:14].C(N(CC)CC)C.[C:29]([N:37]=[C:38]=[S:39])(=[O:36])[C:30]1[CH:35]=[CH:34][CH:33]=[CH:32][CH:31]=1. Product: [CH3:1][O:2][C:3]1[CH:19]=[C:18]([O:20][CH3:21])[CH:17]=[CH:16][C:4]=1[CH2:5][O:6][NH:7][C:8](=[O:15])[CH2:9][CH2:10][CH2:11][CH2:12][CH2:13][NH:14][C:38]([NH:37][C:29](=[O:36])[C:30]1[CH:31]=[CH:32][CH:33]=[CH:34][CH:35]=1)=[S:39]. The catalyst class is: 4. (5) The catalyst class is: 882. Product: [C:9]([NH:8][C:3]1[CH:4]=[CH:5][CH:6]=[CH:7][C:2]=1[NH:1][C:13]1[C:14]([CH3:23])=[C:15]([CH:20]=[CH:21][CH:22]=1)[C:16]([O:18][CH3:19])=[O:17])(=[O:11])[CH3:10]. Reactant: [NH2:1][C:2]1[CH:7]=[CH:6][CH:5]=[CH:4][C:3]=1[NH:8][C:9](=[O:11])[CH3:10].Br[C:13]1[C:14]([CH3:23])=[C:15]([CH:20]=[CH:21][CH:22]=1)[C:16]([O:18][CH3:19])=[O:17].C1(P(C2C=CC=CC=2)C2C3OC4C(=CC=CC=4P(C4C=CC=CC=4)C4C=CC=CC=4)C(C)(C)C=3C=CC=2)C=CC=CC=1.C(=O)([O-])[O-].[Cs+].[Cs+]. (6) Reactant: C1(P(C2CCCCC2)C2C=CC=CC=2C2C(C(C)C)=CC(C(C)C)=CC=2C(C)C)CCCCC1.CC(C)([O-])C.[Na+].[O:41]1[CH2:46][CH2:45][N:44]([C:47]2[CH:52]=[C:51]3[NH:53][CH2:54][C:55]4([CH2:60][CH2:59][O:58][CH2:57][CH2:56]4)[C:50]3=[CH:49][CH:48]=2)[CH2:43][CH2:42]1.Cl[C:62]1[C:71]2[C:66](=[CH:67][C:68]([F:72])=[CH:69][CH:70]=2)[N:65]=[C:64]([C:73]2[CH:78]=[CH:77][CH:76]=[C:75]([O:79][CH3:80])[N:74]=2)[C:63]=1[CH3:81]. Product: [F:72][C:68]1[CH:67]=[C:66]2[C:71]([C:62]([N:53]3[C:51]4[C:50](=[CH:49][CH:48]=[C:47]([N:44]5[CH2:43][CH2:42][O:41][CH2:46][CH2:45]5)[CH:52]=4)[C:55]4([CH2:60][CH2:59][O:58][CH2:57][CH2:56]4)[CH2:54]3)=[C:63]([CH3:81])[C:64]([C:73]3[CH:78]=[CH:77][CH:76]=[C:75]([O:79][CH3:80])[N:74]=3)=[N:65]2)=[CH:70][CH:69]=1. The catalyst class is: 101. (7) Reactant: [CH3:1][S:2]([C:5]1[CH:6]=[C:7]([CH:11]=[CH:12][CH:13]=1)[C:8](O)=[O:9])(=[O:4])=[O:3].O. Product: [CH3:1][S:2]([C:5]1[CH:6]=[C:7]([CH2:8][OH:9])[CH:11]=[CH:12][CH:13]=1)(=[O:3])=[O:4]. The catalyst class is: 1. (8) Reactant: [CH:1]([C:3]1[NH:4][C:5]2[CH2:6][CH2:7][CH2:8][CH2:9][C:10]=2[C:11]=1[CH2:12][CH2:13][C:14]([OH:16])=[O:15])=O.[Cl:17][C:18]1[CH:19]=[C:20]2[C:24](=[CH:25][CH:26]=1)[NH:23][C:22](=[O:27])[CH2:21]2.N1CCCCC1.N1CCCC1. Product: [Cl:17][C:18]1[CH:19]=[C:20]2[C:24](=[CH:25][CH:26]=1)[NH:23][C:22](=[O:27])[C:21]2=[CH:1][C:3]1[NH:4][C:5]2[CH2:6][CH2:7][CH2:8][CH2:9][C:10]=2[C:11]=1[CH2:12][CH2:13][C:14]([OH:16])=[O:15]. The catalyst class is: 212. (9) Reactant: Cl[C:2]1[N:7]=[C:6]([C:8]#[N:9])[CH:5]=[CH:4][N:3]=1.CO.[ClH:12].[N:13]#[C:14][NH2:15].C(=O)(O)[O-].[Na+]. Product: [Cl:12][C:2]1[N:7]=[C:6]([C:8](=[NH:9])[NH:15][C:14]#[N:13])[CH:5]=[CH:4][N:3]=1. The catalyst class is: 11. (10) Reactant: [Cl:1][C:2]1[CH:3]=[C:4]([C@H:8]([O:18][CH2:19][CH2:20][NH:21][C:22]([O:24][CH3:25])=[O:23])[C:9]2[CH:10]=[C:11]([CH:15]=[CH:16][CH:17]=2)[C:12]([OH:14])=O)[CH:5]=[CH:6][CH:7]=1.C(N(CC)C(C)C)(C)C.[NH2:35][CH2:36][C@@H:37]([N:45]([CH3:53])[C:46](=[O:52])[O:47][C:48]([CH3:51])([CH3:50])[CH3:49])[CH2:38][C@H:39]1[CH2:44][CH2:43][CH2:42][O:41][CH2:40]1.C1CN([P+](ON2N=NC3C=CC=CC2=3)(N2CCCC2)N2CCCC2)CC1.F[P-](F)(F)(F)(F)F. Product: [Cl:1][C:2]1[CH:3]=[C:4]([C@@H:8]([C:9]2[CH:17]=[CH:16][CH:15]=[C:11]([C:12]([NH:35][CH2:36][C@@H:37]([N:45]([C:46]([O:47][C:48]([CH3:51])([CH3:50])[CH3:49])=[O:52])[CH3:53])[CH2:38][C@H:39]3[CH2:44][CH2:43][CH2:42][O:41][CH2:40]3)=[O:14])[CH:10]=2)[O:18][CH2:19][CH2:20][NH:21][C:22](=[O:23])[O:24][CH3:25])[CH:5]=[CH:6][CH:7]=1. The catalyst class is: 4.